This data is from Peptide-MHC class II binding affinity with 134,281 pairs from IEDB. The task is: Regression. Given a peptide amino acid sequence and an MHC pseudo amino acid sequence, predict their binding affinity value. This is MHC class II binding data. (1) The peptide sequence is REQFLGALDLAKKRV. The MHC is DRB5_0101 with pseudo-sequence DRB5_0101. The binding affinity (normalized) is 0.909. (2) The peptide sequence is DRQGKTPLTLVDICF. The MHC is DRB1_0101 with pseudo-sequence DRB1_0101. The binding affinity (normalized) is 0.487. (3) The peptide sequence is FLDPASIAARGWAAH. The MHC is DRB4_0103 with pseudo-sequence DRB4_0103. The binding affinity (normalized) is 0.487. (4) The peptide sequence is KPPFSGMTGCGNTPI. The MHC is DRB1_0401 with pseudo-sequence DRB1_0401. The binding affinity (normalized) is 0.260. (5) The peptide sequence is RMMRRVKRDDSDLVG. The MHC is DRB1_0101 with pseudo-sequence DRB1_0101. The binding affinity (normalized) is 0.236.